From a dataset of Full USPTO retrosynthesis dataset with 1.9M reactions from patents (1976-2016). Predict the reactants needed to synthesize the given product. (1) The reactants are: [F:1][C:2]1[CH:3]=[C:4]([NH:14]N)[CH:5]=[C:6]2[C:11]=1[NH:10][C:9](=[O:12])[CH:8]=[C:7]2[Cl:13].[F:16][C:17]([F:22])([F:21])[C:18](O)=O. Given the product [Cl:13][C:7]1[C:6]2[C:11](=[C:2]([F:1])[CH:3]=[C:4]3[N:14]([CH2:18][C:17]([F:22])([F:21])[F:16])[CH:11]([CH3:6])[CH:2]([CH3:3])[C:5]3=2)[NH:10][C:9](=[O:12])[CH:8]=1, predict the reactants needed to synthesize it. (2) Given the product [Cl:11][C:7]1[CH:8]=[CH:9][CH:10]=[C:2]([C:13]([CH3:17])=[CH2:12])[C:3]=1[C:4]([OH:6])=[O:5], predict the reactants needed to synthesize it. The reactants are: Br[C:2]1[CH:10]=[CH:9][CH:8]=[C:7]([Cl:11])[C:3]=1[C:4]([OH:6])=[O:5].[CH3:12][C:13]1(C)[C:17](C)(C)OB(C(C)=C)O1.C([O-])([O-])=O.[K+].[K+].N#N. (3) Given the product [Cl:22][CH2:23][CH2:24][CH2:25][CH2:26][CH:27]([C:28]1[NH:59][N:58]=[C:18]([NH:17][C:5]2[CH:6]=[C:7]([O:15][CH3:16])[C:8]([N:9]3[CH:13]=[N:12][C:11]([CH3:14])=[N:10]3)=[C:3]([F:2])[CH:4]=2)[N:19]=1)[C:31]1[CH:36]=[CH:35][C:34]([O:37][C:38]([F:39])([F:40])[F:41])=[CH:33][CH:32]=1, predict the reactants needed to synthesize it. The reactants are: I.[F:2][C:3]1[CH:4]=[C:5]([NH:17][C:18](SC)=[NH:19])[CH:6]=[C:7]([O:15][CH3:16])[C:8]=1[N:9]1[CH:13]=[N:12][C:11]([CH3:14])=[N:10]1.[Cl:22][CH2:23][CH2:24][CH2:25][CH2:26][CH:27]([C:31]1[CH:36]=[CH:35][C:34]([O:37][C:38]([F:41])([F:40])[F:39])=[CH:33][CH:32]=1)[C:28](O)=O.CN1CCOCC1.C(N(CC)C(C)C)(C)C.[NH2:58][NH2:59]. (4) Given the product [O:12]=[CH:11][C@H:9]([C@H:7]([C@@H:5]([C@H:3]([C:2]([OH:13])=[O:1])[OH:4])[OH:6])[OH:8])[OH:10].[Na:20], predict the reactants needed to synthesize it. The reactants are: [O:1]=[C:2]([O-:13])[C@@H:3]([C@H:5]([C@@H:7]([C@@H:9]([CH2:11][OH:12])[OH:10])[OH:8])[OH:6])[OH:4].[Na+].C(=O)([O-])[O-].[Ca+2].[Na:20]. (5) Given the product [CH3:53][C:51]1[CH:52]=[C:48]([C:46]([N:43]2[CH2:42][CH2:41][N:40]([C:36]3[CH:35]=[C:34]([NH:33][C:29](=[O:31])[CH2:28][CH2:27][C:26]([O:25][CH3:24])=[O:32])[CH:39]=[CH:38][CH:37]=3)[CH2:45][CH2:44]2)=[O:47])[N:49]([C:54]2[CH:55]=[CH:56][CH:57]=[CH:58][CH:59]=2)[N:50]=1, predict the reactants needed to synthesize it. The reactants are: Cl.CN(C)CCCN=C=NCC.O.ON1C2C=CC=CC=2N=N1.[CH3:24][O:25][C:26](=[O:32])[CH2:27][CH2:28][C:29]([OH:31])=O.[NH2:33][C:34]1[CH:35]=[C:36]([N:40]2[CH2:45][CH2:44][N:43]([C:46]([C:48]3[N:49]([C:54]4[CH:59]=[CH:58][CH:57]=[CH:56][CH:55]=4)[N:50]=[C:51]([CH3:53])[CH:52]=3)=[O:47])[CH2:42][CH2:41]2)[CH:37]=[CH:38][CH:39]=1.